From a dataset of Reaction yield outcomes from USPTO patents with 853,638 reactions. Predict the reaction yield, written as a fraction of the theoretical maximum amount of product (1.0 means a 100% yield; for example, 0.34 means a 34% yield). (1) The catalyst is C(#N)C. The product is [CH3:1][O:2][C:3]1[CH:16]=[C:15]([O:17][CH3:18])[CH:14]=[CH:13][C:4]=1[CH2:5][N:6]([C:7]1[CH:12]=[CH:11][N:10]=[CH:9][N:8]=1)[S:27]([C:21]1[CH:22]=[CH:23][C:24]([F:26])=[CH:25][C:20]=1[F:19])(=[O:29])=[O:28]. The reactants are [CH3:1][O:2][C:3]1[CH:16]=[C:15]([O:17][CH3:18])[CH:14]=[CH:13][C:4]=1[CH2:5][NH:6][C:7]1[CH:12]=[CH:11][N:10]=[CH:9][N:8]=1.[F:19][C:20]1[CH:25]=[C:24]([F:26])[CH:23]=[CH:22][C:21]=1[S:27](Cl)(=[O:29])=[O:28].N12CCN(CC1)CC2. The yield is 0.590. (2) The reactants are [BH4-].[Na+].B(F)(F)F.CCOCC.[H][H].[N+:14]([C:17]1[CH:18]=[C:19]([CH:28]=[CH:29][C:30]=1[N+:31]([O-:33])=[O:32])[C:20]([N:22]1[CH2:27][CH2:26][O:25][CH2:24][CH2:23]1)=O)([O-:16])=[O:15]. No catalyst specified. The product is [N+:14]([C:17]1[CH:18]=[C:19]([CH:28]=[CH:29][C:30]=1[N+:31]([O-:33])=[O:32])[CH2:20][N:22]1[CH2:27][CH2:26][O:25][CH2:24][CH2:23]1)([O-:16])=[O:15]. The yield is 0.830. (3) The yield is 0.280. The reactants are Br[CH2:2][C:3]1[CH:8]=[CH:7][CH:6]=[CH:5][CH:4]=1.[Cl:9][C:10]1[CH:11]=[CH:12][C:13]([CH2:17][OH:18])=[C:14]([OH:16])[CH:15]=1.[OH-].[Na+]. The product is [Cl:9][C:10]1[CH:11]=[CH:12][C:13]([CH2:17][OH:18])=[C:14]([O:16][CH2:2][C:3]2[CH:8]=[CH:7][CH:6]=[CH:5][CH:4]=2)[CH:15]=1. The catalyst is C(O)C. (4) The reactants are [F:1][C:2]1[CH:35]=[C:34]([N+:36]([O-:38])=[O:37])[CH:33]=[CH:32][C:3]=1[O:4][C:5]1[CH:10]=[CH:9][N:8]=[C:7]2[CH:11]=[C:12]([C:14]3[CH:31]=[CH:30][C:17]([CH2:18][NH:19][CH2:20][CH2:21][O:22][CH2:23][CH2:24][O:25][CH2:26][CH2:27][O:28][CH3:29])=[CH:16][CH:15]=3)[S:13][C:6]=12.[CH3:39][C:40]([O:43][C:44](O[C:44]([O:43][C:40]([CH3:42])([CH3:41])[CH3:39])=[O:45])=[O:45])([CH3:42])[CH3:41].CO. The catalyst is ClCCl.CN(C1C=CN=CC=1)C.CCOC(C)=O. The product is [F:1][C:2]1[CH:35]=[C:34]([N+:36]([O-:38])=[O:37])[CH:33]=[CH:32][C:3]=1[O:4][C:5]1[CH:10]=[CH:9][N:8]=[C:7]2[CH:11]=[C:12]([C:14]3[CH:31]=[CH:30][C:17]([CH2:18][N:19]([CH2:20][CH2:21][O:22][CH2:23][CH2:24][O:25][CH2:26][CH2:27][O:28][CH3:29])[C:44](=[O:45])[O:43][C:40]([CH3:42])([CH3:41])[CH3:39])=[CH:16][CH:15]=3)[S:13][C:6]=12. The yield is 0.600. (5) The reactants are [NH2:1][C@@H:2]([CH3:30])[C@@H:3]([C:24]1[CH:29]=[CH:28][CH:27]=[CH:26][CH:25]=1)[O:4][C:5]1[CH:6]=[C:7]2[C:11](=[CH:12][CH:13]=1)[N:10]([C:14]1[CH:23]=[CH:22][C:17]([C:18]([O:20][CH3:21])=[O:19])=[CH:16][CH:15]=1)[N:9]=[CH:8]2.C(N(CC)CC)C.[O:38]1[CH:42]=[CH:41][CH:40]=[C:39]1[C:43](Cl)=[O:44]. The catalyst is ClCCl. The product is [O:38]1[CH:42]=[CH:41][CH:40]=[C:39]1[C:43]([NH:1][C@@H:2]([CH3:30])[C@@H:3]([C:24]1[CH:25]=[CH:26][CH:27]=[CH:28][CH:29]=1)[O:4][C:5]1[CH:6]=[C:7]2[C:11](=[CH:12][CH:13]=1)[N:10]([C:14]1[CH:23]=[CH:22][C:17]([C:18]([O:20][CH3:21])=[O:19])=[CH:16][CH:15]=1)[N:9]=[CH:8]2)=[O:44]. The yield is 0.481.